This data is from Drug-target binding data from BindingDB using IC50 measurements. The task is: Regression. Given a target protein amino acid sequence and a drug SMILES string, predict the binding affinity score between them. We predict pIC50 (pIC50 = -log10(IC50 in M); higher means more potent). Dataset: bindingdb_ic50. (1) The small molecule is CC(=O)Nc1ccc(-c2ccc(C)c(N3CC(=O)NS3(=O)=O)c2)cc1. The target protein sequence is MEMEKEFEQIDKSGSWAAIYQDIRHEASDFPCRVAKLPKNKNRNRYRDVSPFDHSRIKLHQEDNDYINASLIKMEEAQRSYILTQGPLPNTCGHFWEMVWEQKSRGVVMLNRVMEKGSLKCAQYWPQKEEKEMIFEDTNLKLTLISEDIKSYYTVRQLELENLTTQETREILHFHYTTWPDFGVPESPASFLNFLFKVRESGSLSPEHGPVVVHCSAGIGRSGTFCLADTCLLLMDKRKDPSSVDIKKVLLEMRKFRMGLIQTADQLRFSYLAVIEGAKFIMGDSSVQDQWKELSHEDLEPPPEHIPPPPRPPKRILEPHNG. The pIC50 is 4.2. (2) The drug is O=C(O)c1ccc(-n2c(-c3cc(-c4ccco4)[nH]n3)n[nH]c2=S)cc1. The target protein sequence is MEYETSLKCLDEIRCVNNVKYMETEDLTDFNKKSAYYICKEIYEKQLSNENGYVVIGLSGGKTPIDVYKNMCAIKDIKIDKNKLIFFIIDERYKNDDHKFSNYNNIKFLFDELNINKETQLYKPDTKKDLVSCIRDYNEQIKSMIEKYKKIDIVILGMGSDFHIASLFPNVYYNIYMNNYQNNYIYEDNETIRSLNADNNVNLSLLNEQVYFTTTNNFDVRKRITVSLNLLSNSTSKIFLLNTADKLNLWKNMLLNFYVNPNYNLYPAFKMIDSSNTTVIACGHKNYSKMLEDLYVQKDEALSPISNNNVENKNELLTIVIFGCSGDLAKKKIYPALFKLFCNNLLPKNIIIIGFARTGQDFESFFNKIAIYLKISLNSYKNLSVFEKAERLNSFKSKCRYFIGNYLSPESFENFDVYITQEERIALGCCGQKGNEKHKQVNVTSQFPNNHTSINIINNIDNGCESPMLTDSPKRYPCSSSYSSTSGTAVCPYSSQHDVK.... The pIC50 is 4.1. (3) The compound is CCCC[C@]1(CC)CS(=O)(=O)c2cc(CNC(CC(=O)O)CC(=O)O)c(N(C)C)cc2[C@@H](c2ccccc2)N1. The target protein (Q12908) has sequence MNDPNSCVDNATVCSGASCVVPESNFNNILSVVLSTVLTILLALVMFSMGCNVEIKKFLGHIKRPWGICVGFLCQFGIMPLTGFILSVAFDILPLQAVVVLIIGCCPGGTASNILAYWVDGDMDLSVSMTTCSTLLALGMMPLCLLIYTKMWVDSGSIVIPYDNIGTSLVSLVVPVSIGMFVNHKWPQKAKIILKIGSIAGAILIVLIAVVGGILYQSAWIIAPKLWIIGTIFPVAGYSLGFLLARIAGLPWYRCRTVAFETGMQNTQLCSTIVQLSFTPEELNVVFTFPLIYSIFQLAFAAIFLGFYVAYKKCHGKNKAEIPESKENGTEPESSFYKANGGFQPDEK. The pIC50 is 9.0. (4) The compound is CCCCC/C=C\C/C=C\C/C=C\C/C=C\CCCC(=O)O. The target protein (Q9UP65) has sequence MGSSEVSIIPGLQKEEKAAVERRRLHVLKALKKLRIEADEAPVVAVLGSGGGLRAHIACLGVLSEMKEQGLLDAVTYLAGVSGSTWAISSLYTNDGDMEALEADLKHRFTRQEWDLAKSLQKTIQAARSENYSLTDFWAYMVISKQTRELPESHLSNMKKPVEEGTLPYPIFAAIDNDLQPSWQEARAPETWFEFTPHHAGFSALGAFVSITHFGSKFKKGRLVRTHPERDLTFLRGLWGSALGNTEVIREYIFDQLRNLTLKGLWRRAVANAKSIGHLIFARLLRLQESSQGEHPPPEDEGGEPEHTWLTEMLENWTRTSLEKQEQPHEDPERKGSLSNLMDFVKKTGICASKWEWGTTHNFLYKHGGIRDKIMSSRKHLHLVDAGLAINTPFPLVLPPTREVHLILSFDFSAGDPFETIRATTDYCRRHKIPFPQVEEAELDLWSKAPASCYILKGETGPVVMHFPLFNIDACGGDIEAWSDTYDTFKLADTYTLDVV.... The pIC50 is 4.0. (5) The small molecule is CCCCCCCCCCCCC/C=C/[C@@H](O)[C@H](COC(=O)NCCC(C)(C)C)NC(=O)C(C)(C)C. The target protein (Q9ET64) has sequence MKHNFSLRLRVFNLNCWDIPYLSKHRADRMKRLGDFLNLESFDLALLEEVWSEQDFQYLKQKLSLTYPDAHYFRSGIIGSGLCVFSRHPIQEIVQHVYTLNGYPYKFYHGDWFCGKAVGLLVLHLSGLVLNAYVTHLHAEYSRQKDIYFAHRVAQAWELAQFIHHTSKKANVVLLCGDLNMHPKDLGCCLLKEWTGLRDAFVETEDFKGSEDGCTMVPKNCYVSQQDLGPFPFGVRIDYVLYKAVSGFHICCKTLKTTTGCDPHNGTPFSDHEALMATLCVKHSPPQEDPCSAHGSAERSALISALREARTELGRGIAQARWWAALFGYVMILGLSLLVLLCVLAAGEEAREVAIMLWTPSVGLVLGAGAVYLFHKQEAKSLCRAQAEIQHVLTRTTETQDLGSEPHPTHCRQQEADRAEEK. The pIC50 is 4.1. (6) The drug is O=C(c1ccc(-c2cccs2)cc1)N1CCn2c(nnc2-c2csc(C(F)(F)F)n2)C1. The target protein (Q12809) has sequence MPVRRGHVAPQNTFLDTIIRKFEGQSRKFIIANARVENCAVIYCNDGFCELCGYSRAEVMQRPCTCDFLHGPRTQRRAAAQIAQALLGAEERKVEIAFYRKDGSCFLCLVDVVPVKNEDGAVIMFILNFEVVMEKDMVGSPAHDTNHRGPPTSWLAPGRAKTFRLKLPALLALTARESSVRSGGAGGAGAPGAVVVDVDLTPAAPSSESLALDEVTAMDNHVAGLGPAEERRALVGPGSPPRSAPGQLPSPRAHSLNPDASGSSCSLARTRSRESCASVRRASSADDIEAMRAGVLPPPPRHASTGAMHPLRSGLLNSTSDSDLVRYRTISKIPQITLNFVDLKGDPFLASPTSDREIIAPKIKERTHNVTEKVTQVLSLGADVLPEYKLQAPRIHRWTILHYSPFKAVWDWLILLLVIYTAVFTPYSAAFLLKETEEGPPATECGYACQPLAVVDLIVDIMFIVDILINFRTTYVNANEEVVSHPGRIAVHYFKGWFLI.... The pIC50 is 4.5.